The task is: Predict the reactants needed to synthesize the given product.. This data is from Full USPTO retrosynthesis dataset with 1.9M reactions from patents (1976-2016). (1) Given the product [O:11]=[C:4]1[C:5]2[C:10](=[CH:9][CH:8]=[CH:7][CH:6]=2)[C:2](=[O:1])[N:3]1[CH2:12][CH2:13][C:14]1[CH:19]=[CH:18][C:17]([CH2:20][CH2:21][C:22]2[N:23]=[C:24]([NH:27][C:28](=[O:30])[CH3:29])[S:25][CH:26]=2)=[CH:16][CH:15]=1, predict the reactants needed to synthesize it. The reactants are: [O:1]=[C:2]1[C:10]2[C:5](=[CH:6][CH:7]=[CH:8][CH:9]=2)[C:4](=[O:11])[N:3]1[CH2:12][CH2:13][C:14]1[CH:19]=[CH:18][C:17](/[CH:20]=[CH:21]/[C:22]2[N:23]=[C:24]([NH:27][C:28](=[O:30])[CH3:29])[S:25][CH:26]=2)=[CH:16][CH:15]=1.CN(C=O)C.CO. (2) Given the product [NH2:39][C:34]1[CH:35]=[CH:36][CH:37]=[CH:38][C:33]=1[NH:32][C:29]1[CH:28]=[CH:27][C:26]([C:17]([C:14]2[CH:15]=[CH:16][C:11]([NH:10][C:5]3[CH:6]=[CH:7][CH:8]=[CH:9][C:4]=3[NH2:1])=[CH:12][CH:13]=2)([C:22]([F:23])([F:24])[F:25])[C:18]([F:20])([F:21])[F:19])=[CH:31][CH:30]=1, predict the reactants needed to synthesize it. The reactants are: [N+:1]([C:4]1[CH:9]=[CH:8][CH:7]=[CH:6][C:5]=1[NH:10][C:11]1[CH:16]=[CH:15][C:14]([C:17]([C:26]2[CH:31]=[CH:30][C:29]([NH:32][C:33]3[CH:38]=[CH:37][CH:36]=[CH:35][C:34]=3[N+:39]([O-])=O)=[CH:28][CH:27]=2)([C:22]([F:25])([F:24])[F:23])[C:18]([F:21])([F:20])[F:19])=[CH:13][CH:12]=1)([O-])=O.[H][H].